This data is from Reaction yield outcomes from USPTO patents with 853,638 reactions. The task is: Predict the reaction yield, written as a fraction of the theoretical maximum amount of product (1.0 means a 100% yield; for example, 0.34 means a 34% yield). (1) The catalyst is CN(C)C=O. The reactants are [CH3:1][C:2]1[N:6]([C:7]2[CH:15]=[CH:14][C:10]([C:11]([OH:13])=O)=[CH:9][C:8]=2[C:16]([F:19])([F:18])[F:17])[C:5]2[CH2:20][CH2:21][CH2:22][C:4]=2[N:3]=1.C(N(C(C)C)CC)(C)C.[Cl:32][C:33]1[CH:44]=[CH:43][C:36]2[NH:37][C:38]([C@@H:40]([NH2:42])[CH3:41])=[N:39][C:35]=2[CH:34]=1.ClCl. The product is [Cl:32][C:33]1[CH:44]=[CH:43][C:36]2[NH:37][C:38]([C@@H:40]([NH:42][C:11](=[O:13])[C:10]3[CH:14]=[CH:15][C:7]([N:6]4[C:5]5[CH2:20][CH2:21][CH2:22][C:4]=5[N:3]=[C:2]4[CH3:1])=[C:8]([C:16]([F:19])([F:17])[F:18])[CH:9]=3)[CH3:41])=[N:39][C:35]=2[CH:34]=1. The yield is 0.640. (2) The reactants are [CH3:1][C:2]1[CH:7]=[C:6]([Br:8])[CH:5]=[C:4]([CH3:9])[C:3]=1I.CCCCCC.C([Li])CCC.FC(F)(F)S(O[Si:28]([CH3:31])([CH3:30])[CH3:29])(=O)=O. The catalyst is C(OCC)C. The product is [CH3:1][C:2]1[CH:7]=[C:6]([Br:8])[CH:5]=[C:4]([CH3:9])[C:3]=1[Si:28]([CH3:31])([CH3:30])[CH3:29]. The yield is 0.850. (3) The reactants are CN([CH:4]=[N:5][C:6]([C:8]1[N:9]=[C:10]2[C:16]3[CH:17]=[C:18]([C:21]([O:23][CH3:24])=[O:22])[CH:19]=[CH:20][C:15]=3[O:14][CH2:13][CH2:12][N:11]2[CH:25]=1)=O)C.Cl.[Cl:27][C:28]1[CH:33]=[CH:32][CH:31]=[CH:30][C:29]=1[NH:34][NH2:35]. No catalyst specified. The product is [Cl:27][C:28]1[CH:33]=[CH:32][CH:31]=[CH:30][C:29]=1[N:34]1[C:6]([C:8]2[N:9]=[C:10]3[C:16]4[CH:17]=[C:18]([C:21]([O:23][CH3:24])=[O:22])[CH:19]=[CH:20][C:15]=4[O:14][CH2:13][CH2:12][N:11]3[CH:25]=2)=[N:5][CH:4]=[N:35]1. The yield is 0.590. (4) The reactants are [OH:1][CH2:2][C:3]1[CH:4]=[C:5]([S:9]([NH:12][C:13]2[CH:18]=[CH:17][CH:16]=[CH:15][CH:14]=2)(=[O:11])=[O:10])[CH:6]=[CH:7][CH:8]=1. The catalyst is C(Cl)Cl.O=[Mn]=O. The product is [CH:2]([C:3]1[CH:4]=[C:5]([S:9]([NH:12][C:13]2[CH:18]=[CH:17][CH:16]=[CH:15][CH:14]=2)(=[O:11])=[O:10])[CH:6]=[CH:7][CH:8]=1)=[O:1]. The yield is 0.820. (5) The reactants are [CH3:1][O-:2].[Na+].Br[CH2:5][C:6]1[CH:14]=[CH:13][C:9]([C:10]([OH:12])=[O:11])=[CH:8][C:7]=1[N+:15]([O-:17])=[O:16]. The catalyst is CO. The product is [CH3:1][O:2][CH2:5][C:6]1[CH:14]=[CH:13][C:9]([C:10]([OH:12])=[O:11])=[CH:8][C:7]=1[N+:15]([O-:17])=[O:16]. The yield is 0.729. (6) The reactants are [CH3:1][C:2]([C:5]1[C:10]([C:11]2[CH:16]=[C:15]([O:17][CH3:18])[CH:14]=[CH:13][C:12]=2[F:19])=[CH:9][C:8]([CH2:20][O:21][C:22]2[CH:27]=[CH:26][C:25]([C@@H:28]([C:34]#[C:35][CH2:36][CH3:37])[CH2:29][C:30]([O:32]C)=[O:31])=[CH:24][CH:23]=2)=[CH:7][CH:6]=1)([CH3:4])[CH3:3].C1COCC1.CCO.[OH-].[Na+]. No catalyst specified. The product is [CH3:4][C:2]([C:5]1[C:10]([C:11]2[CH:16]=[C:15]([O:17][CH3:18])[CH:14]=[CH:13][C:12]=2[F:19])=[CH:9][C:8]([CH2:20][O:21][C:22]2[CH:23]=[CH:24][C:25]([C@@H:28]([C:34]#[C:35][CH2:36][CH3:37])[CH2:29][C:30]([OH:32])=[O:31])=[CH:26][CH:27]=2)=[CH:7][CH:6]=1)([CH3:1])[CH3:3]. The yield is 0.570.